Dataset: Forward reaction prediction with 1.9M reactions from USPTO patents (1976-2016). Task: Predict the product of the given reaction. (1) Given the reactants [Cl:1][C:2]1[CH:10]=[CH:9][C:8]([Cl:11])=[CH:7][C:3]=1[C:4]([OH:6])=O.[S:12]1[CH:16]=[CH:15][CH:14]=[C:13]1[CH2:17][CH2:18][NH2:19].C(N(CC)CC)C, predict the reaction product. The product is: [Cl:1][C:2]1[CH:10]=[CH:9][C:8]([Cl:11])=[CH:7][C:3]=1[C:4]([NH:19][CH2:18][CH2:17][C:13]1[S:12][CH:16]=[CH:15][CH:14]=1)=[O:6]. (2) Given the reactants [C:1]([O:6][CH:7]([O:9][CH2:10][CH3:11])[CH3:8])(=[O:5])[C:2]([CH3:4])=[CH2:3].[C:12]([O:17][CH2:18][CH:19]([CH:22]1[CH2:25][O:24][CH2:23]1)[CH2:20][CH3:21])(=[O:16])[C:13]([CH3:15])=[CH2:14].[C:26]([O:31][CH2:32][C:33]1[CH:38]=[CH:37][CH:36]=[CH:35][CH:34]=1)(=[O:30])[C:27]([CH3:29])=[CH2:28].N(C(C)(CC)C([O-])=O)=NC(C)(CC)C([O-])=O, predict the reaction product. The product is: [C:7]([O:9][CH:10]([CH3:11])[CH2:12][O:17][CH3:18])(=[O:6])[CH3:8].[C:1]([O:6][CH:7]([O:9][CH2:10][CH3:11])[CH3:8])(=[O:5])[C:2]([CH3:4])=[CH2:3].[C:12]([O:17][CH2:18][CH:19]([CH:22]1[CH2:23][O:24][CH2:25]1)[CH2:20][CH3:21])(=[O:16])[C:13]([CH3:15])=[CH2:14].[C:26]([O:31][CH2:32][C:33]1[CH:34]=[CH:35][CH:36]=[CH:37][CH:38]=1)(=[O:30])[C:27]([CH3:29])=[CH2:28]. (3) Given the reactants Br[C:2]1[CH:23]=[C:22]([F:24])[CH:21]=[CH:20][C:3]=1[O:4][CH2:5][C:6]([N:8]([CH:17]([CH3:19])[CH3:18])[NH:9][C:10]([C:12]1[S:13][CH:14]=[CH:15][CH:16]=1)=[O:11])=[O:7].C([O-])([O-])=O.[Na+].[Na+].[F:31][C:32]([F:44])([F:43])[O:33][C:34]1[CH:39]=[CH:38][CH:37]=[CH:36][C:35]=1B(O)O, predict the reaction product. The product is: [F:24][C:22]1[CH:21]=[CH:20][C:3]([O:4][CH2:5][C:6]([N:8]([CH:17]([CH3:19])[CH3:18])[NH:9][C:10]([C:12]2[S:13][CH:14]=[CH:15][CH:16]=2)=[O:11])=[O:7])=[C:2]([C:35]2[CH:36]=[CH:37][CH:38]=[CH:39][C:34]=2[O:33][C:32]([F:31])([F:44])[F:43])[CH:23]=1. (4) Given the reactants [F:1][C:2]([F:39])([F:38])[C:3]1[CH:4]=[C:5]([CH:31]=[C:32]([C:34]([F:37])([F:36])[F:35])[CH:33]=1)[CH2:6][N:7]1[CH2:14][CH2:13][CH2:12][NH:11][C:10]2[N:15]=[C:16](S(C)(=O)=O)[N:17]=[C:18]([C:19]3[CH:24]=[CH:23][CH:22]=[CH:21][C:20]=3[CH3:25])[C:9]=2[C:8]1=[O:30].[CH2:40]([O:42][C:43]([CH:45]1[CH2:50][CH2:49][NH:48][CH2:47][CH2:46]1)=[O:44])[CH3:41], predict the reaction product. The product is: [F:1][C:2]([F:39])([F:38])[C:3]1[CH:4]=[C:5]([CH:31]=[C:32]([C:34]([F:37])([F:36])[F:35])[CH:33]=1)[CH2:6][N:7]1[CH2:14][CH2:13][CH2:12][NH:11][C:10]2[N:15]=[C:16]([N:48]3[CH2:49][CH2:50][CH:45]([C:43]([O:42][CH2:40][CH3:41])=[O:44])[CH2:46][CH2:47]3)[N:17]=[C:18]([C:19]3[CH:24]=[CH:23][CH:22]=[CH:21][C:20]=3[CH3:25])[C:9]=2[C:8]1=[O:30].